Dataset: Peptide-MHC class I binding affinity with 185,985 pairs from IEDB/IMGT. Task: Regression. Given a peptide amino acid sequence and an MHC pseudo amino acid sequence, predict their binding affinity value. This is MHC class I binding data. The peptide sequence is YVFPVIFSR. The MHC is HLA-A30:02 with pseudo-sequence HLA-A30:02. The binding affinity (normalized) is 0.